This data is from Full USPTO retrosynthesis dataset with 1.9M reactions from patents (1976-2016). The task is: Predict the reactants needed to synthesize the given product. (1) Given the product [CH2:1]([O:3][C:4]([C:6]1[CH:7]([C:25]2[CH:30]=[CH:29][C:28]([C:31]#[N:32])=[CH:27][C:26]=2[C:33]([N:46]2[CH2:47][CH2:48][N:43]([C:49]([O:51][C:52]([CH3:55])([CH3:54])[CH3:53])=[O:50])[CH2:44][CH2:45]2)=[O:34])[N:8]([CH3:24])[C:9](=[O:23])[N:10]([C:13]2[CH:18]=[CH:17][CH:16]=[C:15]([C:19]([F:22])([F:21])[F:20])[CH:14]=2)[C:11]=1[CH3:12])=[O:5])[CH3:2], predict the reactants needed to synthesize it. The reactants are: [CH2:1]([O:3][C:4]([C:6]1[CH:7]([C:25]2[CH:30]=[CH:29][C:28]([C:31]#[N:32])=[CH:27][C:26]=2[C:33](O)=[O:34])[N:8]([CH3:24])[C:9](=[O:23])[N:10]([C:13]2[CH:18]=[CH:17][CH:16]=[C:15]([C:19]([F:22])([F:21])[F:20])[CH:14]=2)[C:11]=1[CH3:12])=[O:5])[CH3:2].C(N(CC)CC)C.[N:43]1([C:49]([O:51][C:52]([CH3:55])([CH3:54])[CH3:53])=[O:50])[CH2:48][CH2:47][NH:46][CH2:45][CH2:44]1. (2) Given the product [N+:49]([C:52]1[CH:66]=[CH:65][C:55]([CH2:56][O:57][C:58]([NH:60][CH2:61][CH2:62][CH2:63][O:1][C:2]2[CH:29]=[CH:28][C:5]3[CH2:6][C@@H:7]([CH2:23][C:24]([O:26][CH3:27])=[O:25])[C:8](=[O:22])[N:9]([CH2:11][C:12]4[CH:13]=[CH:14][C:15]([C:18]([F:21])([F:19])[F:20])=[CH:16][CH:17]=4)[CH2:10][C:4]=3[CH:3]=2)=[O:59])=[CH:54][CH:53]=1)([O-:51])=[O:50], predict the reactants needed to synthesize it. The reactants are: [OH:1][C:2]1[CH:29]=[CH:28][C:5]2[CH2:6][C@@H:7]([CH2:23][C:24]([O:26][CH3:27])=[O:25])[C:8](=[O:22])[N:9]([CH2:11][C:12]3[CH:17]=[CH:16][C:15]([C:18]([F:21])([F:20])[F:19])=[CH:14][CH:13]=3)[CH2:10][C:4]=2[CH:3]=1.C1C=CC(P(C2C=CC=CC=2)C2C=CC=CC=2)=CC=1.[N+:49]([C:52]1[CH:66]=[CH:65][C:55]([CH2:56][O:57][C:58]([NH:60][CH2:61][CH2:62][CH2:63]O)=[O:59])=[CH:54][CH:53]=1)([O-:51])=[O:50].CCOC(/N=N/C(OCC)=O)=O. (3) Given the product [CH3:7][O:8][C:9]([C:11]1[C:16]([C:23]2[CH:22]=[N:21][C:20]([O:19][CH3:18])=[CH:25][CH:24]=2)=[CH:15][CH:14]=[CH:13][N:12]=1)=[O:10], predict the reactants needed to synthesize it. The reactants are: C([O-])([O-])=O.[Na+].[Na+].[CH3:7][O:8][C:9]([C:11]1[C:16](Br)=[CH:15][CH:14]=[CH:13][N:12]=1)=[O:10].[CH3:18][O:19][C:20]1[CH:25]=[CH:24][C:23](B(O)O)=[CH:22][N:21]=1. (4) Given the product [Cl:15][CH2:16][C:17]1[N:1]=[C:2]2[S:3][C:4]([CH3:14])=[C:5]([CH:7]([CH3:13])[C:8]([O:10][CH2:11][CH3:12])=[O:9])[N:6]2[C:19](=[O:20])[CH:18]=1, predict the reactants needed to synthesize it. The reactants are: [NH2:1][C:2]1[S:3][C:4]([CH3:14])=[C:5]([CH:7]([CH3:13])[C:8]([O:10][CH2:11][CH3:12])=[O:9])[N:6]=1.[Cl:15][CH2:16][C:17](=O)[CH2:18][C:19](OCC)=[O:20].C(=O)([O-])[O-].[Na+].[Na+].